Dataset: NCI-60 drug combinations with 297,098 pairs across 59 cell lines. Task: Regression. Given two drug SMILES strings and cell line genomic features, predict the synergy score measuring deviation from expected non-interaction effect. (1) Drug 1: CC(C1=C(C=CC(=C1Cl)F)Cl)OC2=C(N=CC(=C2)C3=CN(N=C3)C4CCNCC4)N. Drug 2: CN1CCC(CC1)COC2=C(C=C3C(=C2)N=CN=C3NC4=C(C=C(C=C4)Br)F)OC. Cell line: RPMI-8226. Synergy scores: CSS=-9.60, Synergy_ZIP=3.16, Synergy_Bliss=1.73, Synergy_Loewe=-7.39, Synergy_HSA=-6.22. (2) Drug 1: CC1=C(C=C(C=C1)C(=O)NC2=CC(=CC(=C2)C(F)(F)F)N3C=C(N=C3)C)NC4=NC=CC(=N4)C5=CN=CC=C5. Drug 2: CCC1(CC2CC(C3=C(CCN(C2)C1)C4=CC=CC=C4N3)(C5=C(C=C6C(=C5)C78CCN9C7C(C=CC9)(C(C(C8N6C)(C(=O)OC)O)OC(=O)C)CC)OC)C(=O)OC)O.OS(=O)(=O)O. Synergy scores: CSS=7.56, Synergy_ZIP=-3.92, Synergy_Bliss=-4.20, Synergy_Loewe=-5.77, Synergy_HSA=-2.22. Cell line: MALME-3M. (3) Drug 1: CC1C(C(CC(O1)OC2CC(CC3=C2C(=C4C(=C3O)C(=O)C5=C(C4=O)C(=CC=C5)OC)O)(C(=O)CO)O)N)O.Cl. Drug 2: CN(CCCl)CCCl.Cl. Cell line: OVCAR3. Synergy scores: CSS=22.2, Synergy_ZIP=3.46, Synergy_Bliss=9.06, Synergy_Loewe=-0.585, Synergy_HSA=4.97.